This data is from TCR-epitope binding with 47,182 pairs between 192 epitopes and 23,139 TCRs. The task is: Binary Classification. Given a T-cell receptor sequence (or CDR3 region) and an epitope sequence, predict whether binding occurs between them. (1) The epitope is FPRPWLHGL. The TCR CDR3 sequence is CASRPKSPLHF. Result: 0 (the TCR does not bind to the epitope). (2) The epitope is SEISMDNSPNL. The TCR CDR3 sequence is CASSASTSDYSYEQYF. Result: 0 (the TCR does not bind to the epitope). (3) The epitope is ISPRTLNAW. The TCR CDR3 sequence is CASSQDSTSYGYTF. Result: 1 (the TCR binds to the epitope). (4) The epitope is KLSYGIATV. The TCR CDR3 sequence is CASSPRQEFDEKLFF. Result: 1 (the TCR binds to the epitope). (5) Result: 0 (the TCR does not bind to the epitope). The epitope is KLGGALQAK. The TCR CDR3 sequence is CASSSEEEAYGYTF. (6) The epitope is KRWIILGLNK. The TCR CDR3 sequence is CASSIRGLAAEQFF. Result: 0 (the TCR does not bind to the epitope). (7) The epitope is DPFRLLQNSQVFS. The TCR CDR3 sequence is CSVDLANAEAFF. Result: 0 (the TCR does not bind to the epitope). (8) The epitope is KAYNVTQAF. The TCR CDR3 sequence is CASSLVWSYNSPLHF. Result: 0 (the TCR does not bind to the epitope). (9) The epitope is IIKDYGKQM. The TCR CDR3 sequence is CASSLYSGPGDPPLHF. Result: 0 (the TCR does not bind to the epitope). (10) The epitope is RAKFKQLL. The TCR CDR3 sequence is CASSFMQGDSPLHF. Result: 1 (the TCR binds to the epitope).